Dataset: Forward reaction prediction with 1.9M reactions from USPTO patents (1976-2016). Task: Predict the product of the given reaction. (1) Given the reactants C([O:4][C:5]1[CH:10]=[CH:9][CH:8]=[CH:7][C:6]=1[C:11]1([CH3:18])[C:15](=[O:16])[NH:14][C:13](=[O:17])[NH:12]1)(=O)C.Br[CH2:20][C:21]([C:23]1[CH:28]=[CH:27][CH:26]=[CH:25][CH:24]=1)=[O:22], predict the reaction product. The product is: [OH:4][C:5]1[CH:10]=[CH:9][CH:8]=[CH:7][C:6]=1[C:11]1([CH3:18])[NH:12][C:13](=[O:17])[N:14]([CH2:20][C:21](=[O:22])[C:23]2[CH:28]=[CH:27][CH:26]=[CH:25][CH:24]=2)[C:15]1=[O:16]. (2) Given the reactants C([O:5][C:6](=[O:28])[C:7]1[CH:12]=[CH:11][C:10]([N:13]2[CH2:18][CH2:17][N:16]([C:19](=[O:24])[C:20]([F:23])([F:22])[F:21])[CH2:15][CH2:14]2)=[CH:9][C:8]=1[N+:25]([O-:27])=[O:26])(C)(C)C, predict the reaction product. The product is: [N+:25]([C:8]1[CH:9]=[C:10]([N:13]2[CH2:18][CH2:17][N:16]([C:19](=[O:24])[C:20]([F:23])([F:22])[F:21])[CH2:15][CH2:14]2)[CH:11]=[CH:12][C:7]=1[C:6]([OH:28])=[O:5])([O-:27])=[O:26].